From a dataset of Reaction yield outcomes from USPTO patents with 853,638 reactions. Predict the reaction yield, written as a fraction of the theoretical maximum amount of product (1.0 means a 100% yield; for example, 0.34 means a 34% yield). (1) The reactants are [OH:1][NH:2][C:3]([C:5]1[C:14]2[C:9](=[CH:10][CH:11]=[CH:12][CH:13]=2)[CH:8]=[CH:7][N:6]=1)=[NH:4].[N+:15]([C:18]1[CH:26]=[C:22]([C:23](O)=O)[C:21]([OH:27])=[CH:20][CH:19]=1)([O-:17])=[O:16]. The yield is 0.0500. The product is [C:5]1([C:3]2[N:4]=[C:23]([C:22]3[CH:26]=[C:18]([N+:15]([O-:17])=[O:16])[CH:19]=[CH:20][C:21]=3[OH:27])[O:1][N:2]=2)[C:14]2[C:9](=[CH:10][CH:11]=[CH:12][CH:13]=2)[CH:8]=[CH:7][N:6]=1. No catalyst specified. (2) The reactants are [CH2:1]([C:3]([NH:8][C:9]1[S:10][C:11]2[CH2:21][CH2:20][C:19]3[C:14](=[CH:15][CH:16]=[C:17]([C:22]#[N:23])[CH:18]=3)[C:12]=2[N:13]=1)([CH2:6][OH:7])[CH2:4][CH3:5])[CH3:2].C(N(C(C)C)CC)(C)C.Cl[C:34](Cl)([O:36]C(=O)OC(Cl)(Cl)Cl)Cl. The catalyst is C(Cl)Cl. The product is [CH2:1]([C:3]1([CH2:4][CH3:5])[CH2:6][O:7][C:34](=[O:36])[N:8]1[C:9]1[S:10][C:11]2[CH2:21][CH2:20][C:19]3[C:14](=[CH:15][CH:16]=[C:17]([C:22]#[N:23])[CH:18]=3)[C:12]=2[N:13]=1)[CH3:2]. The yield is 0.730. (3) The reactants are [CH3:1][O:2][C:3](=[O:13])[C:4]1[CH:9]=[C:8]([OH:10])[C:7]([OH:11])=[C:6]([OH:12])[CH:5]=1.[CH3:14]OS(OC)(=O)=O.[OH-].[Na+].OS(O)(=O)=O. The yield is 0.470. The product is [OH:12][C:6]1[CH:5]=[C:4]([CH:9]=[C:8]([O:10][CH3:14])[C:7]=1[OH:11])[C:3]([O:2][CH3:1])=[O:13]. The catalyst is O.